Dataset: Forward reaction prediction with 1.9M reactions from USPTO patents (1976-2016). Task: Predict the product of the given reaction. (1) Given the reactants [F:1][C:2]1[CH:7]=[CH:6][C:5]([C:8]2[N:9]=[C:10]([C:23]([O:25]CC)=O)[S:11][C:12]=2[C:13]2[CH:18]=[CH:17][C:16](=[O:19])[N:15]([CH:20]([CH3:22])[CH3:21])[N:14]=2)=[CH:4][CH:3]=1.[CH2:28]([NH2:31])[CH2:29][CH3:30], predict the reaction product. The product is: [F:1][C:2]1[CH:3]=[CH:4][C:5]([C:8]2[N:9]=[C:10]([C:23]([NH:31][CH2:28][CH2:29][CH3:30])=[O:25])[S:11][C:12]=2[C:13]2[CH:18]=[CH:17][C:16](=[O:19])[N:15]([CH:20]([CH3:22])[CH3:21])[N:14]=2)=[CH:6][CH:7]=1. (2) Given the reactants [F:1][C:2]([F:11])([F:10])[C:3]1[CH:8]=[CH:7][CH:6]=[CH:5][C:4]=1[OH:9].Cl[C:13](Cl)(Cl)[C:14]([CH3:17])(O)[CH3:15].[OH-:20].[Na+].CC(C)=[O:24], predict the reaction product. The product is: [CH3:15][C:14]([O:9][C:4]1[CH:5]=[CH:6][CH:7]=[CH:8][C:3]=1[C:2]([F:10])([F:11])[F:1])([CH3:17])[C:13]([OH:24])=[O:20]. (3) Given the reactants [Br:1][C:2]1[CH:3]=[C:4]([CH2:9][C:10]([C:12]2[CH:17]=[CH:16][CH:15]=[C:14]([CH3:18])[N:13]=2)=O)[CH:5]=[CH:6][C:7]=1[F:8].COC(OC)[N:22]([CH3:24])C.O.[NH2:28]N, predict the reaction product. The product is: [Br:1][C:2]1[CH:3]=[C:4]([C:9]2[C:10]([C:12]3[CH:17]=[CH:16][CH:15]=[C:14]([CH3:18])[N:13]=3)=[N:28][NH:22][CH:24]=2)[CH:5]=[CH:6][C:7]=1[F:8]. (4) Given the reactants [OH:1][C:2]1[CH:9]=[CH:8][C:5]([CH:6]=O)=[C:4]([N+:10]([O-:12])=[O:11])[C:3]=1[O:13][CH3:14].[OH-].[NH4+:16].II, predict the reaction product. The product is: [OH:1][C:2]1[CH:9]=[CH:8][C:5]([C:6]#[N:16])=[C:4]([N+:10]([O-:12])=[O:11])[C:3]=1[O:13][CH3:14]. (5) Given the reactants C([O:5][C:6]1[CH:7]=[C:8]2[C:13](=[CH:14][CH:15]=1)[N:12]=[C:11]([CH2:16][CH:17]([CH3:19])[CH3:18])[C:10]([C:20]#[N:21])=[C:9]2[C:22]1[CH:27]=[CH:26][CH:25]=[CH:24][C:23]=1[F:28])(C)(C)C.FC(F)(F)C(O)=O, predict the reaction product. The product is: [F:28][C:23]1[CH:24]=[CH:25][CH:26]=[CH:27][C:22]=1[C:9]1[C:8]2[C:13](=[CH:14][CH:15]=[C:6]([OH:5])[CH:7]=2)[N:12]=[C:11]([CH2:16][CH:17]([CH3:18])[CH3:19])[C:10]=1[C:20]#[N:21]. (6) Given the reactants [CH3:1][O:2][C:3]([C:5]1[C:10](Br)=[CH:9][N:8]2[CH:12]=[CH:13][N:14]=[C:7]2[CH:6]=1)=[O:4].[Cl:15][C:16]1[CH:21]=[C:20]([Cl:22])[CH:19]=[CH:18][C:17]=1B(O)O.C([O-])([O-])=O.[Na+].[Na+].CCOC(C)=O, predict the reaction product. The product is: [CH3:1][O:2][C:3]([C:5]1[C:10]([C:19]2[CH:18]=[CH:17][C:16]([Cl:15])=[CH:21][C:20]=2[Cl:22])=[CH:9][N:8]2[CH:12]=[CH:13][N:14]=[C:7]2[CH:6]=1)=[O:4]. (7) Given the reactants [Cl:1][C:2]1[CH:3]=[C:4]([CH:8]=[CH:9][N:10]=1)[C:5](O)=[O:6].Cl.[CH3:12][NH:13][O:14][CH3:15].CN1CCOCC1.CCN=C=NCCCN(C)C.Cl, predict the reaction product. The product is: [Cl:1][C:2]1[CH:3]=[C:4]([CH:8]=[CH:9][N:10]=1)[C:5]([N:13]([O:14][CH3:15])[CH3:12])=[O:6].